This data is from Peptide-MHC class II binding affinity with 134,281 pairs from IEDB. The task is: Regression. Given a peptide amino acid sequence and an MHC pseudo amino acid sequence, predict their binding affinity value. This is MHC class II binding data. (1) The peptide sequence is EEIITLNSYGSFQEF. The MHC is DRB1_0405 with pseudo-sequence DRB1_0405. The binding affinity (normalized) is 0.582. (2) The peptide sequence is PQQQTLQPQQPAQL. The MHC is DRB1_1201 with pseudo-sequence DRB1_1201. The binding affinity (normalized) is 0.